This data is from Reaction yield outcomes from USPTO patents with 853,638 reactions. The task is: Predict the reaction yield, written as a fraction of the theoretical maximum amount of product (1.0 means a 100% yield; for example, 0.34 means a 34% yield). (1) The reactants are [Cl:1][C:2]1[CH:3]=[N:4][N:5]([CH3:16])[C:6]=1[C:7]1[CH:8]=[C:9]([C:13]([OH:15])=O)[S:10][C:11]=1[CH3:12].[NH2:17][C@@H:18]([CH2:31][C:32]1[CH:37]=[CH:36][CH:35]=[C:34]([C:38]([F:41])([F:40])[F:39])[CH:33]=1)[CH2:19][N:20]1[C:28](=[O:29])[C:27]2[C:22](=[CH:23][CH:24]=[CH:25][CH:26]=2)[C:21]1=[O:30].CC(OC(N[C@H](C(O)=O)CC1C=CC=CC=1C(F)(F)F)=O)(C)C.C1CN([P+](Br)(N2CCCC2)N2CCCC2)CC1.F[P-](F)(F)(F)(F)F.CCN(C(C)C)C(C)C. The catalyst is C(Cl)(Cl)Cl. The product is [Cl:1][C:2]1[CH:3]=[N:4][N:5]([CH3:16])[C:6]=1[C:7]1[CH:8]=[C:9]([C:13]([NH:17][C@@H:18]([CH2:31][C:32]2[CH:37]=[CH:36][CH:35]=[C:34]([C:38]([F:41])([F:39])[F:40])[CH:33]=2)[CH2:19][N:20]2[C:21](=[O:30])[C:22]3[C:27](=[CH:26][CH:25]=[CH:24][CH:23]=3)[C:28]2=[O:29])=[O:15])[S:10][C:11]=1[CH3:12]. The yield is 0.710. (2) The reactants are C[O:2][C:3](=O)[C:4]1[CH:9]=[CH:8][CH:7]=[C:6]([NH:10][S:11]([CH2:14][CH2:15][CH3:16])(=[O:13])=[O:12])[C:5]=1[F:17].[AlH4-].[Li+].O.O.O.O.O.O.O.O.O.O.S([O-])([O-])(=O)=O.[Na+].[Na+]. The catalyst is O1CCCC1. The product is [F:17][C:5]1[C:4]([CH2:3][OH:2])=[CH:9][CH:8]=[CH:7][C:6]=1[NH:10][S:11]([CH2:14][CH2:15][CH3:16])(=[O:13])=[O:12]. The yield is 0.879. (3) The reactants are [Cl:1][C:2]1[CH:7]=[C:6]([F:8])[C:5]([NH:9][C:10]([NH:12][C:13]2[CH:18]=[CH:17][CH:16]=[CH:15][CH:14]=2)=[O:11])=[CH:4][C:3]=1[C:19]1[C:20](=[O:39])[N:21]([CH2:37][CH3:38])[C:22]2[C:27]([CH:28]=1)=[CH:26][N:25]=[C:24]([NH:29][C:30]([C@@H:32]1[CH2:36][CH2:35][CH2:34][NH:33]1)=[O:31])[CH:23]=2.[ClH:40].CC(OC)(C)C. The yield is 0.630. The product is [ClH:1].[ClH:40].[Cl:1][C:2]1[CH:7]=[C:6]([F:8])[C:5]([NH:9][C:10]([NH:12][C:13]2[CH:14]=[CH:15][CH:16]=[CH:17][CH:18]=2)=[O:11])=[CH:4][C:3]=1[C:19]1[C:20](=[O:39])[N:21]([CH2:37][CH3:38])[C:22]2[C:27]([CH:28]=1)=[CH:26][N:25]=[C:24]([NH:29][C:30]([C@@H:32]1[CH2:36][CH2:35][CH2:34][NH:33]1)=[O:31])[CH:23]=2. The catalyst is CC#N. (4) The reactants are [P:1]([O:13][CH2:14][CH2:15][N:16]1[CH2:21][CH2:20][N:19]([CH2:22][CH2:23][C@@H:24]([NH:33][C:34]2[CH:39]=[CH:38][C:37]([S:40](=[O:79])(=[O:78])[NH:41][C:42](=[O:77])[C:43]3[CH:48]=[CH:47][C:46]([N:49]4[CH2:54][CH2:53][CH:52]([C@@H:55]([O:69][Si](C(C)(C)C)(C)C)[C:56]5[CH:61]=[CH:60][CH:59]=[CH:58][C:57]=5[C:62]5[CH:67]=[CH:66][C:65]([Cl:68])=[CH:64][CH:63]=5)[CH2:51][CH2:50]4)=[CH:45][CH:44]=3)=[CH:36][C:35]=2[S:80]([C:83]([F:86])([F:85])[F:84])(=[O:82])=[O:81])[CH2:25][S:26][C:27]2[CH:32]=[CH:31][CH:30]=[CH:29][CH:28]=2)[CH2:18][CH2:17]1)([O:8]C(C)(C)C)([O:3]C(C)(C)C)=[O:2].Cl. The catalyst is C(Cl)Cl. The product is [P:1]([OH:3])([OH:8])([O:13][CH2:14][CH2:15][N:16]1[CH2:17][CH2:18][N:19]([CH2:22][CH2:23][C@@H:24]([NH:33][C:34]2[CH:39]=[CH:38][C:37]([S:40](=[O:79])(=[O:78])[NH:41][C:42](=[O:77])[C:43]3[CH:44]=[CH:45][C:46]([N:49]4[CH2:54][CH2:53][CH:52]([C@H:55]([C:56]5[CH:61]=[CH:60][CH:59]=[CH:58][C:57]=5[C:62]5[CH:63]=[CH:64][C:65]([Cl:68])=[CH:66][CH:67]=5)[OH:69])[CH2:51][CH2:50]4)=[CH:47][CH:48]=3)=[CH:36][C:35]=2[S:80]([C:83]([F:84])([F:86])[F:85])(=[O:81])=[O:82])[CH2:25][S:26][C:27]2[CH:28]=[CH:29][CH:30]=[CH:31][CH:32]=2)[CH2:20][CH2:21]1)=[O:2]. The yield is 0.350. (5) The reactants are B.[Na].O.[OH:4][C:5]([C:14]([F:17])([F:16])[F:15])([C:10]([F:13])([F:12])[F:11])[C:6](OC)=[O:7].Cl. The catalyst is C(OCC)C. The product is [F:11][C:10]([F:12])([F:13])[C:5]([C:14]([F:15])([F:17])[F:16])([OH:4])[CH2:6][OH:7]. The yield is 0.960.